This data is from Full USPTO retrosynthesis dataset with 1.9M reactions from patents (1976-2016). The task is: Predict the reactants needed to synthesize the given product. (1) Given the product [C:28]1([N:34]([C:35]2[CH:40]=[CH:39][CH:38]=[CH:37][CH:36]=2)[C:41]2[CH:48]=[CH:47][C:44]([CH:45]=[CH2:2])=[CH:43][CH:42]=2)[CH:33]=[CH:32][CH:31]=[CH:30][CH:29]=1, predict the reactants needed to synthesize it. The reactants are: [I-].[CH3:2][P+](C1C=CC=CC=1)(C1C=CC=CC=1)C1C=CC=CC=1.CC(C)([O-])C.[K+].[C:28]1([N:34]([C:41]2[CH:48]=[CH:47][C:44]([CH:45]=O)=[CH:43][CH:42]=2)[C:35]2[CH:40]=[CH:39][CH:38]=[CH:37][CH:36]=2)[CH:33]=[CH:32][CH:31]=[CH:30][CH:29]=1. (2) The reactants are: O[C:2]1([C:20]2[C:29]([OH:30])=[CH:28][C:23]3[O:24][CH2:25][CH2:26][O:27][C:22]=3[CH:21]=2)[C:10]2[C:5](=[CH:6][CH:7]=[C:8]3[N:13]=[CH:12][S:11][C:9]3=2)[N:4]([CH2:14][CH2:15][CH:16]([CH3:18])[CH3:17])[C:3]1=[O:19].C1(C(C2C=CC=CC=2)N2C3C(=CC=CC=3)C(O)(C3C=CC(OC)=CC=3O)C2=O)C=CC=CC=1. Given the product [OH:30][C:29]1[C:20]([CH:2]2[C:10]3[C:5](=[CH:6][CH:7]=[C:8]4[N:13]=[CH:12][S:11][C:9]4=3)[N:4]([CH2:14][CH2:15][CH:16]([CH3:17])[CH3:18])[C:3]2=[O:19])=[CH:21][C:22]2[O:27][CH2:26][CH2:25][O:24][C:23]=2[CH:28]=1, predict the reactants needed to synthesize it.